Dataset: Reaction yield outcomes from USPTO patents with 853,638 reactions. Task: Predict the reaction yield, written as a fraction of the theoretical maximum amount of product (1.0 means a 100% yield; for example, 0.34 means a 34% yield). (1) The reactants are C(OC(=O)[NH:7][CH2:8][C:9](=[O:44])[NH:10][CH2:11][C:12]1[CH:17]=[CH:16][C:15]([N:18]2[C:22]([NH:23][C:24]([NH:26][C:27]3[CH:32]=[CH:31][C:30]([O:33][C:34]4[CH:39]=[CH:38][N:37]=[CH:36][CH:35]=4)=[CH:29][CH:28]=3)=[O:25])=[CH:21][C:20]([C:40]([CH3:43])([CH3:42])[CH3:41])=[N:19]2)=[CH:14][CH:13]=1)(C)(C)C.C(O)(C(F)(F)F)=O. The catalyst is C1COCC1. The product is [NH2:7][CH2:8][C:9]([NH:10][CH2:11][C:12]1[CH:17]=[CH:16][C:15]([N:18]2[C:22]([NH:23][C:24]([NH:26][C:27]3[CH:32]=[CH:31][C:30]([O:33][C:34]4[CH:35]=[CH:36][N:37]=[CH:38][CH:39]=4)=[CH:29][CH:28]=3)=[O:25])=[CH:21][C:20]([C:40]([CH3:43])([CH3:42])[CH3:41])=[N:19]2)=[CH:14][CH:13]=1)=[O:44]. The yield is 0.200. (2) The reactants are [C:1]([O:5][C:6](=[O:41])[C@@H:7]([NH:20][C:21](=[O:40])[NH:22][C@@H:23]([CH2:31][CH2:32][C:33]([O:35][C:36]([CH3:39])([CH3:38])[CH3:37])=[O:34])[C:24]([O:26][C:27]([CH3:30])([CH3:29])[CH3:28])=[O:25])[CH2:8][CH2:9][C:10](ON1C(=O)CCC1=O)=[O:11])([CH3:4])([CH3:3])[CH3:2].[NH2:42][C@@H:43]([CH2:47][CH2:48][CH2:49][CH2:50][N:51]([CH2:66][C:67]1[N:68]([CH2:72][C:73]([O:75][C:76]([CH3:79])([CH3:78])[CH3:77])=[O:74])[CH:69]=[CH:70][N:71]=1)[CH2:52][C:53]1[N:54]([CH2:58][C:59](=[O:65])[O:60][C:61]([CH3:64])([CH3:63])[CH3:62])[CH:55]=[CH:56][N:57]=1)[C:44]([OH:46])=[O:45].CCN(C(C)C)C(C)C. The catalyst is CN(C=O)C. The product is [C:61]([O:60][C:59](=[O:65])[CH2:58][N:54]1[CH:55]=[CH:56][N:57]=[C:53]1[CH2:52][N:51]([CH2:66][C:67]1[N:68]([CH2:72][C:73](=[O:74])[O:75][C:76]([CH3:79])([CH3:78])[CH3:77])[CH:69]=[CH:70][N:71]=1)[CH2:50][CH2:49][CH2:48][CH2:47][C@H:43]([NH:42][C:10](=[O:11])[CH2:9][CH2:8][C@@H:7]([C:6]([O:5][C:1]([CH3:4])([CH3:3])[CH3:2])=[O:41])[NH:20][C:21](=[O:40])[NH:22][C@H:23]([C:24]([O:26][C:27]([CH3:28])([CH3:29])[CH3:30])=[O:25])[CH2:31][CH2:32][C:33](=[O:34])[O:35][C:36]([CH3:39])([CH3:38])[CH3:37])[C:44]([OH:46])=[O:45])([CH3:62])([CH3:64])[CH3:63]. The yield is 0.860. (3) The reactants are [I:1]I.[OH-].[K+].[N+:5]([C:8]1[CH:16]=[CH:15][CH:14]=[C:13]2[C:9]=1[CH:10]=[N:11][NH:12]2)([O-:7])=[O:6]. The catalyst is CN(C=O)C.S([O-])(O)=O.[Na+]. The product is [I:1][C:10]1[C:9]2[C:13](=[CH:14][CH:15]=[CH:16][C:8]=2[N+:5]([O-:7])=[O:6])[NH:12][N:11]=1. The yield is 0.940. (4) The reactants are [CH3:1][O:2][C:3]1[CH:4]=[C:5]2[C:9](=[CH:10][C:11]=1[C:12]([F:15])([F:14])[F:13])[NH:8][CH:7]=[C:6]2[CH3:16].[H-].[Na+].I[CH3:20]. The catalyst is CN(C=O)C. The product is [CH3:1][O:2][C:3]1[CH:4]=[C:5]2[C:9](=[CH:10][C:11]=1[C:12]([F:15])([F:13])[F:14])[N:8]([CH3:20])[CH:7]=[C:6]2[CH3:16]. The yield is 0.750. (5) The reactants are [N+:1]([C:4]1[CH:12]=[C:11]2[C:7]([CH:8]=[C:9]([C:13]#[N:14])[NH:10]2)=[CH:6][CH:5]=1)([O-])=O. The catalyst is [Ni].CCO. The product is [NH2:1][C:4]1[CH:12]=[C:11]2[C:7]([CH:8]=[C:9]([C:13]#[N:14])[NH:10]2)=[CH:6][CH:5]=1. The yield is 0.490. (6) The reactants are [CH3:1][O:2][C:3](=[O:61])[NH:4][CH:5]([C:9]([N:11]1[CH2:15][CH2:14][CH2:13][CH:12]1[C:16]1[NH:17][C:18]([C:21]2[CH:30]=[CH:29][C:28]3[C:23](=[CH:24][CH:25]=[C:26]([C:31]4[CH:36]=[CH:35][C:34]([C:37]5[NH:38][C:39]([C@@H:42]6[CH2:46][CH2:45][CH2:44][N:43]6[C:47](=[O:60])[CH:48]([NH:55][C:56]([O:58][CH3:59])=[O:57])[C:49]6[CH:54]=[CH:53][CH:52]=[CH:51][CH:50]=6)=[N:40][CH:41]=5)=[CH:33][CH:32]=4)[CH:27]=3)[CH:22]=2)=[CH:19][N:20]=1)=[O:10])[CH:6]([CH3:8])[CH3:7].COC(N[C@H](C1C=CC=CC=1)C(O)=O)=O. No catalyst specified. The product is [CH3:1][O:2][C:3](=[O:61])[NH:4][CH:5]([C:9]([N:11]1[CH2:15][CH2:14][CH2:13][CH:12]1[C:16]1[NH:17][C:18]([C:21]2[CH:30]=[CH:29][C:28]3[C:23](=[CH:24][CH:25]=[C:26]([C:31]4[CH:32]=[CH:33][C:34]([C:37]5[NH:38][C:39]([C@H:42]6[CH2:46][CH2:45][CH2:44][N:43]6[C:47](=[O:60])[CH:48]([NH:55][C:56]([O:58][CH3:59])=[O:57])[C:49]6[CH:54]=[CH:53][CH:52]=[CH:51][CH:50]=6)=[N:40][CH:41]=5)=[CH:35][CH:36]=4)[CH:27]=3)[CH:22]=2)=[CH:19][N:20]=1)=[O:10])[CH:6]([CH3:8])[CH3:7]. The yield is 0.650. (7) The reactants are [F:1][C:2]1[CH:3]=[C:4]([NH:27][C:28]([C:30]2[C:31](=[O:43])[N:32]([C:37]3[CH:42]=[CH:41][CH:40]=[CH:39][CH:38]=3)[N:33]([CH3:36])[C:34]=2[CH3:35])=[O:29])[CH:5]=[CH:6][C:7]=1[O:8][C:9]1[C:18]2[C:13](=[CH:14][C:15]([O:19][CH2:20][CH2:21][CH2:22][C:23]3([OH:26])[CH2:25][CH2:24]3)=[CH:16][CH:17]=2)[N:12]=[CH:11][CH:10]=1.[C:44]([NH:51][CH2:52][C:53](O)=[O:54])([O:46][C:47]([CH3:50])([CH3:49])[CH3:48])=[O:45].C1CCC(N=C=NC2CCCCC2)CC1. The catalyst is CN(C1C=CN=CC=1)C.ClCCl. The product is [C:47]([O:46][C:44]([NH:51][CH2:52][C:53]([O:26][C:23]1([CH2:22][CH2:21][CH2:20][O:19][C:15]2[CH:14]=[C:13]3[C:18]([C:9]([O:8][C:7]4[CH:6]=[CH:5][C:4]([NH:27][C:28]([C:30]5[C:31](=[O:43])[N:32]([C:37]6[CH:38]=[CH:39][CH:40]=[CH:41][CH:42]=6)[N:33]([CH3:36])[C:34]=5[CH3:35])=[O:29])=[CH:3][C:2]=4[F:1])=[CH:10][CH:11]=[N:12]3)=[CH:17][CH:16]=2)[CH2:25][CH2:24]1)=[O:54])=[O:45])([CH3:50])([CH3:49])[CH3:48]. The yield is 0.600. (8) The reactants are Cl.[NH2:2][CH2:3][C:4]1[CH:9]=[CH:8][C:7]([C:10]2[O:14][C:13]([C:15]3[C:20]([F:21])=[CH:19][CH:18]=[CH:17][C:16]=3[F:22])=[N:12][C:11]=2[C:23]([NH2:25])=[O:24])=[CH:6][CH:5]=1.C(N(CC)CC)C.[F:33][C:34]1[CH:39]=[CH:38][C:37]([S:40](Cl)(=[O:42])=[O:41])=[CH:36][CH:35]=1. The catalyst is C(Cl)Cl. The product is [F:21][C:20]1[CH:19]=[CH:18][CH:17]=[C:16]([F:22])[C:15]=1[C:13]1[O:14][C:10]([C:7]2[CH:6]=[CH:5][C:4]([CH2:3][NH:2][S:40]([C:37]3[CH:38]=[CH:39][C:34]([F:33])=[CH:35][CH:36]=3)(=[O:42])=[O:41])=[CH:9][CH:8]=2)=[C:11]([C:23]([NH2:25])=[O:24])[N:12]=1. The yield is 0.570. (9) The reactants are [C:1]([CH:5]1[CH2:14][CH2:13][C:12]2[N:11]=[C:10]3[S:15][C:16]([S:18](CC[Si](C)(C)C)(=[O:20])=[O:19])=[CH:17][C:9]3=[CH:8][C:7]=2[CH2:6]1)([CH3:4])([CH3:3])[CH3:2].[F-].C([N+:32](CCCC)(CCCC)CCCC)CCC.C([O-])(=O)C.[Na+].NOS(O)(=O)=O. The catalyst is C1COCC1.O. The product is [C:1]([CH:5]1[CH2:14][CH2:13][C:12]2[N:11]=[C:10]3[S:15][C:16]([S:18]([NH2:32])(=[O:20])=[O:19])=[CH:17][C:9]3=[CH:8][C:7]=2[CH2:6]1)([CH3:4])([CH3:3])[CH3:2]. The yield is 0.300. (10) The reactants are [Br:1][C:2]1[CH:10]=[CH:9][C:5]([C:6]([OH:8])=O)=[C:4]([CH3:11])[CH:3]=1.C(Cl)(=O)C(Cl)=O.CN(C=O)C.[CH:23]1([NH2:26])[CH2:25][CH2:24]1. The catalyst is C(Cl)Cl.O. The product is [Br:1][C:2]1[CH:10]=[CH:9][C:5]([C:6]([NH:26][CH:23]2[CH2:25][CH2:24]2)=[O:8])=[C:4]([CH3:11])[CH:3]=1. The yield is 0.990.